This data is from Catalyst prediction with 721,799 reactions and 888 catalyst types from USPTO. The task is: Predict which catalyst facilitates the given reaction. (1) Reactant: [CH3:1][O:2][C:3]12[CH2:12][CH:7]3[CH2:8][CH:9]([CH2:11][C:5]([CH2:13][N:14]4[C:18]([CH3:19])=[CH:17][CH:16]=[N:15]4)([CH2:6]3)[CH2:4]1)[CH2:10]2.[I:20]N1C(=O)CCC1=O. Product: [I:20][C:17]1[CH:16]=[N:15][N:14]([CH2:13][C:5]23[CH2:6][CH:7]4[CH2:8][CH:9]([CH2:10][C:3]([O:2][CH3:1])([CH2:12]4)[CH2:4]2)[CH2:11]3)[C:18]=1[CH3:19]. The catalyst class is: 39. (2) Reactant: [Cl:1][C:2]1[CH:3]=[C:4]2[N:9]([C:10]=1[CH2:11][N:12]1[CH2:17][CH2:16][O:15][CH2:14][CH2:13]1)[N:8]=[CH:7][N:6]=[C:5]2[NH2:18].[Br:19]N1C(C)(C)C(=O)N(Br)C1=O. Product: [Br:19][C:3]1[C:2]([Cl:1])=[C:10]([CH2:11][N:12]2[CH2:17][CH2:16][O:15][CH2:14][CH2:13]2)[N:9]2[C:4]=1[C:5]([NH2:18])=[N:6][CH:7]=[N:8]2. The catalyst class is: 3. (3) Reactant: [CH:1]1([O:6][C:7]2[C:12]3[O:13][C:14]([CH3:16])=[CH:15][C:11]=3[C:10]([C:17]([OH:19])=[O:18])=[CH:9][CH:8]=2)[CH2:5][CH2:4][CH2:3][CH2:2]1.[C:20](=O)([O-])[O-].[K+].[K+].S(OC)(OC)(=O)=O. Product: [CH3:20][O:18][C:17]([C:10]1[C:11]2[CH:15]=[C:14]([CH3:16])[O:13][C:12]=2[C:7]([O:6][CH:1]2[CH2:2][CH2:3][CH2:4][CH2:5]2)=[CH:8][CH:9]=1)=[O:19]. The catalyst class is: 21. (4) Reactant: [F:1][C:2]1[CH:3]=[C:4]([CH2:9][C:10]([OH:12])=O)[CH:5]=[C:6]([F:8])[CH:7]=1.CCN=C=NCCCN(C)C.Cl.CN1CCOCC1.Cl.[CH3:33][O:34][C:35](=[O:40])[C@H:36]([CH2:38][OH:39])[NH2:37]. Product: [CH3:33][O:34][C:35](=[O:40])[C@H:36]([CH2:38][OH:39])[NH:37][C:10](=[O:12])[CH2:9][C:4]1[CH:5]=[C:6]([F:8])[CH:7]=[C:2]([F:1])[CH:3]=1. The catalyst class is: 366. (5) Reactant: [CH3:1][O:2][C:3](=[O:18])[C:4]1[CH:9]=[CH:8][CH:7]=[CH:6][C:5]=1[C:10]#[C:11][C:12]1[CH:17]=[CH:16][N:15]=[CH:14][CH:13]=1. Product: [CH3:1][O:2][C:3](=[O:18])[C:4]1[CH:9]=[CH:8][CH:7]=[CH:6][C:5]=1[CH2:10][CH2:11][C:12]1[CH:17]=[CH:16][N:15]=[CH:14][CH:13]=1. The catalyst class is: 29.